Dataset: Full USPTO retrosynthesis dataset with 1.9M reactions from patents (1976-2016). Task: Predict the reactants needed to synthesize the given product. (1) Given the product [C:20]1([C@H:18]([NH:17][CH:13]2[CH2:14][CH2:15][CH2:16][CH:11]([C:8]3[O:7][C:6]([C:4]([OH:5])=[O:3])=[CH:10][CH:9]=3)[CH2:12]2)[CH3:19])[C:29]2[C:24](=[CH:25][CH:26]=[CH:27][CH:28]=2)[CH:23]=[CH:22][CH:21]=1, predict the reactants needed to synthesize it. The reactants are: C([O:3][C:4]([C:6]1[O:7][C:8]([CH:11]2[CH2:16][CH2:15][CH2:14][CH:13]([NH:17][C@@H:18]([C:20]3[C:29]4[C:24](=[CH:25][CH:26]=[CH:27][CH:28]=4)[CH:23]=[CH:22][CH:21]=3)[CH3:19])[CH2:12]2)=[CH:9][CH:10]=1)=[O:5])C.[Li+].[OH-]. (2) Given the product [C:1]1(/[C:7](=[CH:11]\[C:12]2[CH:17]=[CH:16][CH:15]=[CH:14][CH:13]=2)/[C:8]([NH:27][CH2:26][CH2:25][CH2:24][CH2:23][CH2:22][CH2:21][C:20]([O:19][CH3:18])=[O:28])=[O:10])[CH:2]=[CH:3][CH:4]=[CH:5][CH:6]=1, predict the reactants needed to synthesize it. The reactants are: [C:1]1(/[C:7](=[CH:11]\[C:12]2[CH:17]=[CH:16][CH:15]=[CH:14][CH:13]=2)/[C:8]([OH:10])=O)[CH:6]=[CH:5][CH:4]=[CH:3][CH:2]=1.[CH3:18][O:19][C:20](=[O:28])[CH2:21][CH2:22][CH2:23][CH2:24][CH2:25][CH2:26][NH2:27].CCN=C=NCCCN(C)C.C1C=CC2N(O)N=NC=2C=1. (3) Given the product [CH2:2]([CH2:5][NH:6][C:14]1([C:18]#[N:19])[CH2:15][CH2:16][C:11]2([O:10][CH2:9][CH2:8][O:7]2)[CH2:12][CH2:13]1)[CH:3]=[CH2:4], predict the reactants needed to synthesize it. The reactants are: Cl.[CH2:2]([CH2:5][NH2:6])[CH:3]=[CH2:4].[O:7]1[C:11]2([CH2:16][CH2:15][C:14](=O)[CH2:13][CH2:12]2)[O:10][CH2:9][CH2:8]1.[C-:18]#[N:19].[K+].